This data is from Full USPTO retrosynthesis dataset with 1.9M reactions from patents (1976-2016). The task is: Predict the reactants needed to synthesize the given product. Given the product [Cl:13][C:14]1[CH:19]=[CH:18][CH:17]=[C:16]([F:20])[C:15]=1[CH2:21][CH2:22][O:23][CH2:24][C:25]1[NH:27][C:8](=[O:10])[C:7]2[CH:6]=[CH:5][C:4]([F:11])=[N:3][C:2]=2[N:26]=1, predict the reactants needed to synthesize it. The reactants are: F[C:2]1[C:7]([C:8]([OH:10])=O)=[CH:6][CH:5]=[C:4]([F:11])[N:3]=1.Cl.[Cl:13][C:14]1[CH:19]=[CH:18][CH:17]=[C:16]([F:20])[C:15]=1[CH2:21][CH2:22][O:23][CH2:24][C:25]([NH2:27])=[NH:26].